From a dataset of TCR-epitope binding with 47,182 pairs between 192 epitopes and 23,139 TCRs. Binary Classification. Given a T-cell receptor sequence (or CDR3 region) and an epitope sequence, predict whether binding occurs between them. (1) The TCR CDR3 sequence is CASSVLGSLGTEAFF. Result: 1 (the TCR binds to the epitope). The epitope is KLNVGDYFV. (2) The epitope is VLWAHGFEL. The TCR CDR3 sequence is CASSLEVASAGGELFF. Result: 1 (the TCR binds to the epitope). (3) The epitope is FPPTSFGPL. The TCR CDR3 sequence is CASSSTLAVYEQYF. Result: 1 (the TCR binds to the epitope). (4) The epitope is VLAWLYAAV. The TCR CDR3 sequence is CASSYAGGRNEQFF. Result: 0 (the TCR does not bind to the epitope). (5) The epitope is GILGFVFTL. The TCR CDR3 sequence is CASSSGGQASSYEQYF. Result: 1 (the TCR binds to the epitope). (6) The epitope is SEVGPEHSLAEY. The TCR CDR3 sequence is CASSRGQGGGNEQFF. Result: 0 (the TCR does not bind to the epitope). (7) The epitope is LLLGIGILV. The TCR CDR3 sequence is CASSYGEISGQPQHF. Result: 1 (the TCR binds to the epitope). (8) The epitope is GLIYNRMGAVTTEV. The TCR CDR3 sequence is CASSSPSGRAGGELFF. Result: 0 (the TCR does not bind to the epitope).